Task: Predict the product of the given reaction.. Dataset: Forward reaction prediction with 1.9M reactions from USPTO patents (1976-2016) (1) Given the reactants [N:1]1([C:7]2[CH:12]=[CH:11][C:10]([N:13]3[CH:18]=[CH:17][CH:16]=[CH:15][C:14]3=[O:19])=[CH:9][CH:8]=2)[CH2:6][CH2:5][NH:4][CH2:3][CH2:2]1.CC1C=CC(S(O[CH2:31][CH2:32][CH2:33][CH2:34][C:35]2[C:43]3[C:38](=[CH:39][CH:40]=[C:41]([F:44])[CH:42]=3)[NH:37][CH:36]=2)(=O)=O)=CC=1.C(=O)([O-])[O-].[K+].[K+].[I-].[K+], predict the reaction product. The product is: [F:44][C:41]1[CH:42]=[C:43]2[C:38](=[CH:39][CH:40]=1)[NH:37][CH:36]=[C:35]2[CH2:34][CH2:33][CH2:32][CH2:31][N:4]1[CH2:5][CH2:6][N:1]([C:7]2[CH:8]=[CH:9][C:10]([N:13]3[CH:18]=[CH:17][CH:16]=[CH:15][C:14]3=[O:19])=[CH:11][CH:12]=2)[CH2:2][CH2:3]1. (2) Given the reactants [NH2:1][C:2]1[C:10]2[C:5](=[N:6][C:7]([CH3:15])=[CH:8][C:9]=2[C:11]([F:14])([F:13])[F:12])[S:4][C:3]=1[C:16]([OH:18])=O.CN(C(ON1N=NC2C=CC=NC1=2)=[N+](C)C)C.F[P-](F)(F)(F)(F)F.CCN(C(C)C)C(C)C.[CH3:52][C:53]1[CH:58]=[CH:57][C:56]([CH2:59][CH2:60][NH2:61])=[CH:55][CH:54]=1, predict the reaction product. The product is: [NH2:1][C:2]1[C:10]2[C:5](=[N:6][C:7]([CH3:15])=[CH:8][C:9]=2[C:11]([F:12])([F:13])[F:14])[S:4][C:3]=1[C:16]([NH:61][CH2:60][CH2:59][C:56]1[CH:57]=[CH:58][C:53]([CH3:52])=[CH:54][CH:55]=1)=[O:18]. (3) Given the reactants [F:1][C:2]([F:26])([F:25])[C:3]1[CH:20]=[C:19]([C:21]([F:24])([F:23])[F:22])[CH:18]=[CH:17][C:4]=1[CH2:5][O:6][C:7]1[CH:14]=[CH:13][C:10]([CH:11]=O)=[CH:9][C:8]=1[O:15][CH3:16].[S:27]1[CH2:33][C:31](=[O:32])[NH:30][C:28]1=[S:29].CCO, predict the reaction product. The product is: [F:1][C:2]([F:25])([F:26])[C:3]1[CH:20]=[C:19]([C:21]([F:24])([F:23])[F:22])[CH:18]=[CH:17][C:4]=1[CH2:5][O:6][C:7]1[CH:14]=[CH:13][C:10]([CH:11]=[C:33]2[S:27][C:28](=[S:29])[NH:30][C:31]2=[O:32])=[CH:9][C:8]=1[O:15][CH3:16]. (4) Given the reactants C(O[C:5]1[C:6](=[O:18])[C:7](=[O:17])[C:8]=1[C:9]1[CH:14]=[CH:13][C:12]([O:15][CH3:16])=[CH:11][CH:10]=1)(C)C.[CH3:19][NH:20][CH:21]([CH3:23])[CH3:22], predict the reaction product. The product is: [CH:21]([N:20]([CH3:19])[C:5]1[C:6](=[O:18])[C:7](=[O:17])[C:8]=1[C:9]1[CH:10]=[CH:11][C:12]([O:15][CH3:16])=[CH:13][CH:14]=1)([CH3:23])[CH3:22]. (5) The product is: [F:18][C:17]1[C:12]2[N:13]([C:9]([C:4]3[CH:5]=[CH:6][C:7]([F:8])=[C:2]([C:27]4[CH:26]=[CH:25][C:24]([F:23])=[C:29]([F:30])[CH:28]=4)[CH:3]=3)=[CH:10][N:11]=2)[CH:14]=[CH:15][C:16]=1[C:19]([OH:22])([CH3:21])[CH3:20]. Given the reactants Cl[C:2]1[CH:3]=[C:4]([C:9]2[N:13]3[CH:14]=[CH:15][C:16]([C:19]([OH:22])([CH3:21])[CH3:20])=[C:17]([F:18])[C:12]3=[N:11][CH:10]=2)[CH:5]=[CH:6][C:7]=1[F:8].[F:23][C:24]1[CH:25]=[C:26](B(O)O)[CH:27]=[CH:28][C:29]=1[F:30], predict the reaction product. (6) Given the reactants [O-]P([O-])([O-])=O.[K+].[K+].[K+].I[C:10]1[CH:11]=[C:12]([CH3:17])[CH:13]=[C:14]([CH3:16])[CH:15]=1.[NH2:18][C:19]1[CH:24]=[CH:23][C:22]([CH2:25][CH2:26][NH2:27])=[CH:21][CH:20]=1.C(O)CO.N, predict the reaction product. The product is: [NH2:18][C:19]1[CH:24]=[CH:23][C:22]([CH:25]([C:10]2[CH:11]=[C:12]([CH3:17])[CH:13]=[C:14]([CH3:16])[CH:15]=2)[CH2:26][NH2:27])=[CH:21][CH:20]=1. (7) Given the reactants C[O:2][C:3](=[O:35])[CH2:4][O:5][C:6]1[CH:11]=[CH:10][C:9]([CH2:12][N:13]2[CH:17]=[C:16]([C:18]3[CH:23]=[CH:22][C:21]([Cl:24])=[CH:20][C:19]=3[Cl:25])[N:15]=[C:14]2/[CH:26]=[CH:27]/[C:28]2[CH:33]=[CH:32][C:31](Br)=[CH:30][CH:29]=2)=[CH:8][CH:7]=1.[F:36][C:37]([F:48])([F:47])[C:38]1[CH:39]=[C:40](B(O)O)[CH:41]=[CH:42][CH:43]=1, predict the reaction product. The product is: [Cl:25][C:19]1[CH:20]=[C:21]([Cl:24])[CH:22]=[CH:23][C:18]=1[C:16]1[N:15]=[C:14](/[CH:26]=[CH:27]/[C:28]2[CH:33]=[CH:32][C:31]([C:42]3[CH:41]=[CH:40][CH:39]=[C:38]([C:37]([F:48])([F:47])[F:36])[CH:43]=3)=[CH:30][CH:29]=2)[N:13]([CH2:12][C:9]2[CH:8]=[CH:7][C:6]([O:5][CH2:4][C:3]([OH:2])=[O:35])=[CH:11][CH:10]=2)[CH:17]=1. (8) Given the reactants [CH:1]1([N:7]([C@H:21]2[CH2:26][CH2:25][C@H:24](COC3C=CC=CC=3)[CH2:23][CH2:22]2)[C:8](=[O:20])[NH:9][C:10]2[S:11][C:12]([S:15]CC(O)=O)=[CH:13][N:14]=2)[CH2:6][CH2:5][CH2:4][CH2:3][CH2:2]1.C1(N[C@H]2CC[C@H]([CH2:48][O:49][C:50]3[CH:55]=[CH:54][C:53]([O:56][CH3:57])=[CH:52][CH:51]=3)CC2)CCCCC1.C([O:60][C:61](=[O:71])[CH:62](SC1SC(N)=NC=1)[CH3:63])C, predict the reaction product. The product is: [CH:1]1([N:7]([C@H:21]2[CH2:26][CH2:25][C@H:24]([CH2:57][O:56][C:53]3[CH:52]=[CH:51][C:50]([O:49][CH3:48])=[CH:55][CH:54]=3)[CH2:23][CH2:22]2)[C:8](=[O:20])[NH:9][C:10]2[S:11][C:12]([S:15][CH2:63][CH2:62][C:61]([OH:71])=[O:60])=[CH:13][N:14]=2)[CH2:2][CH2:3][CH2:4][CH2:5][CH2:6]1.